Dataset: Forward reaction prediction with 1.9M reactions from USPTO patents (1976-2016). Task: Predict the product of the given reaction. Given the reactants [CH3:1][C:2]1[N:6]2[C:7]3[CH:12]=[CH:11][C:10]([Cl:13])=[CH:9][C:8]=3[C:14]([C:17]3[C:22]([F:23])=[CH:21][CH:20]=[CH:19][CH:18]=3)=[N:15][CH2:16][C:5]2=[CH:4][N:3]=1.[C:24]([OH:31])(=[O:30])/[CH:25]=[CH:26]\[C:27]([OH:29])=[O:28], predict the reaction product. The product is: [CH3:1][C:2]1[N:6]2[C:7]3[CH:12]=[CH:11][C:10]([Cl:13])=[CH:9][C:8]=3[C:14]([C:17]3[CH:18]=[CH:19][CH:20]=[CH:21][C:22]=3[F:23])=[N:15][CH2:16][C:5]2=[CH:4][N:3]=1.[CH:25](/[C:24]([OH:31])=[O:30])=[CH:26]/[C:27]([OH:29])=[O:28].